This data is from Peptide-MHC class I binding affinity with 185,985 pairs from IEDB/IMGT. The task is: Regression. Given a peptide amino acid sequence and an MHC pseudo amino acid sequence, predict their binding affinity value. This is MHC class I binding data. (1) The peptide sequence is RPGPVKFSL. The binding affinity (normalized) is 0.0847. The MHC is HLA-A29:02 with pseudo-sequence HLA-A29:02. (2) The peptide sequence is IGYRLGMGK. The MHC is HLA-A29:02 with pseudo-sequence HLA-A29:02. The binding affinity (normalized) is 0.0847. (3) The binding affinity (normalized) is 0.0847. The peptide sequence is RAYAAMHLW. The MHC is HLA-A26:01 with pseudo-sequence HLA-A26:01. (4) The peptide sequence is AYSPFAFKK. The MHC is HLA-B40:01 with pseudo-sequence HLA-B40:01. The binding affinity (normalized) is 0.0847. (5) The peptide sequence is PVSIINNAVY. The MHC is HLA-A24:02 with pseudo-sequence HLA-A24:02. The binding affinity (normalized) is 0. (6) The binding affinity (normalized) is 0.0847. The MHC is HLA-A24:03 with pseudo-sequence HLA-A24:03. The peptide sequence is LSDAARLFL. (7) The peptide sequence is TEFFMSRKL. The MHC is HLA-A24:03 with pseudo-sequence HLA-A24:03. The binding affinity (normalized) is 0.0847.